From a dataset of Reaction yield outcomes from USPTO patents with 853,638 reactions. Predict the reaction yield, written as a fraction of the theoretical maximum amount of product (1.0 means a 100% yield; for example, 0.34 means a 34% yield). The reactants are [NH2:1][C:2]1[CH:7]=[CH:6][C:5]([C:8]2[CH:13]=[CH:12][C:11]([C:14]([CH:16]3[CH2:20][CH2:19][CH2:18][CH:17]3[C:21]([O:23]C)=[O:22])=[O:15])=[CH:10][CH:9]=2)=[CH:4][CH:3]=1.Cl[C:26]1[NH:30][C:29]2[CH:31]=[C:32]([F:36])[C:33]([F:35])=[CH:34][C:28]=2[N:27]=1.Cl.[OH-].[Na+]. The catalyst is C(O)CCC.O1CCCC1. The product is [F:36][C:32]1[C:33]([F:35])=[CH:34][C:28]2[NH:27][C:26]([NH:1][C:2]3[CH:3]=[CH:4][C:5]([C:8]4[CH:13]=[CH:12][C:11]([C:14]([C@@H:16]5[CH2:20][CH2:19][CH2:18][C@H:17]5[C:21]([OH:23])=[O:22])=[O:15])=[CH:10][CH:9]=4)=[CH:6][CH:7]=3)=[N:30][C:29]=2[CH:31]=1. The yield is 0.0300.